This data is from Peptide-MHC class I binding affinity with 185,985 pairs from IEDB/IMGT. The task is: Regression. Given a peptide amino acid sequence and an MHC pseudo amino acid sequence, predict their binding affinity value. This is MHC class I binding data. (1) The peptide sequence is CNKQSKEGK. The MHC is HLA-A31:01 with pseudo-sequence HLA-A31:01. The binding affinity (normalized) is 0.536. (2) The peptide sequence is AVAEAQCKK. The MHC is HLA-A02:03 with pseudo-sequence HLA-A02:03. The binding affinity (normalized) is 0. (3) The peptide sequence is LIFPAFFLC. The MHC is HLA-A02:01 with pseudo-sequence HLA-A02:01. The binding affinity (normalized) is 0.211. (4) The peptide sequence is TIRHMWSVVY. The MHC is HLA-A11:01 with pseudo-sequence HLA-A11:01. The binding affinity (normalized) is 0.258. (5) The peptide sequence is MHYGYNRAN. The MHC is HLA-B15:17 with pseudo-sequence HLA-B15:17. The binding affinity (normalized) is 0.0847. (6) The peptide sequence is MAFDISVNA. The MHC is HLA-A02:06 with pseudo-sequence HLA-A02:06. The binding affinity (normalized) is 0.762. (7) The peptide sequence is FLNPVIYTF. The MHC is HLA-A26:01 with pseudo-sequence HLA-A26:01. The binding affinity (normalized) is 0.0847.